This data is from Forward reaction prediction with 1.9M reactions from USPTO patents (1976-2016). The task is: Predict the product of the given reaction. (1) Given the reactants [F:1][C:2]1[CH:10]=[CH:9][CH:8]=[C:7]2[C:3]=1[CH:4]=[CH:5][N:6]2[C@@H:11]1[O:28][C@H:27]([CH2:29][O:30]C(=O)C)[C@@H:22]([O:23]C(=O)C)[C@H:17]([O:18]C(=O)C)[C@H:12]1[O:13]C(=O)C.[CH3:34][S:35][C:36]1[CH:44]=[CH:43][C:39]([C:40](Cl)=O)=[CH:38][CH:37]=1, predict the reaction product. The product is: [F:1][C:2]1[CH:10]=[CH:9][CH:8]=[C:7]2[C:3]=1[C:4]([CH2:40][C:39]1[CH:43]=[CH:44][C:36]([S:35][CH3:34])=[CH:37][CH:38]=1)=[CH:5][N:6]2[C@@H:11]1[O:28][C@H:27]([CH2:29][OH:30])[C@@H:22]([OH:23])[C@H:17]([OH:18])[C@H:12]1[OH:13]. (2) Given the reactants [CH:1]1[C:13]2[CH:12]([CH2:14][O:15][C:16]([N:18]3[CH2:23][CH2:22][N:21]([C:24]([O:26][CH2:27][C:28]4[CH:33]=[CH:32][C:31]([O:34][CH2:35][C:36]5[CH:41]=[CH:40][CH:39]=[CH:38][CH:37]=5)=[CH:30][CH:29]=4)=[O:25])[CH2:20][CH2:19]3)=[O:17])[C:11]3[C:6](=[CH:7][CH:8]=[CH:9][CH:10]=3)[C:5]=2[CH:4]=[CH:3][CH:2]=1.[F:42]C1C=CC(COC2C=CC(COC(=O)OC(Cl)C)=CC=2)=CC=1.C(N1CCNCC1)(OCC1C2C(=CC=CC=2)C2C1=CC=CC=2)=O, predict the reaction product. The product is: [F:42][C:39]1[CH:38]=[CH:37][C:36]([CH2:35][O:34][C:31]2[CH:30]=[CH:29][C:28]([CH2:27][O:26][C:24]([N:21]3[CH2:20][CH2:19][N:18]([C:16]([O:15][CH2:14][CH:12]4[C:11]5[CH:10]=[CH:9][CH:8]=[CH:7][C:6]=5[C:5]5[C:13]4=[CH:1][CH:2]=[CH:3][CH:4]=5)=[O:17])[CH2:23][CH2:22]3)=[O:25])=[CH:33][CH:32]=2)=[CH:41][CH:40]=1.